Dataset: Full USPTO retrosynthesis dataset with 1.9M reactions from patents (1976-2016). Task: Predict the reactants needed to synthesize the given product. (1) Given the product [C:2]([O:5][C:6]([NH:8][C@@H:9]([CH2:10][CH2:21][CH:16]=[CH2:17])[C:12]([O:14][CH3:15])=[O:13])=[O:7])([CH3:4])([CH3:3])[CH3:1], predict the reactants needed to synthesize it. The reactants are: [CH3:1][C:2]([O:5][C:6]([NH:8][C@H:9]([C:12]([O:14][CH3:15])=[O:13])[CH2:10]O)=[O:7])([CH3:4])[CH3:3].[C:16]1(P(C2C=CC=CC=2)C2C=CC=CC=2)[CH:21]=CC=C[CH:17]=1.N1C=CC=CC=1.II. (2) Given the product [C:1]([C:5]1[CH:10]=[CH:9][CH:8]=[CH:7][C:6]=1[N:11]1[CH2:12][CH2:13][N:14]([C:17]([C:19]2[CH:20]=[CH:21][C:22]([O:25][CH2:26][CH:27]3[CH2:32][CH2:31][N:30]([C:34](=[O:39])[C:35]([O:37][CH3:38])=[O:36])[CH2:29][CH2:28]3)=[CH:23][CH:24]=2)=[O:18])[CH2:15][CH2:16]1)([CH3:4])([CH3:2])[CH3:3], predict the reactants needed to synthesize it. The reactants are: [C:1]([C:5]1[CH:10]=[CH:9][CH:8]=[CH:7][C:6]=1[N:11]1[CH2:16][CH2:15][N:14]([C:17]([C:19]2[CH:24]=[CH:23][C:22]([O:25][CH2:26][CH:27]3[CH2:32][CH2:31][NH:30][CH2:29][CH2:28]3)=[CH:21][CH:20]=2)=[O:18])[CH2:13][CH2:12]1)([CH3:4])([CH3:3])[CH3:2].Cl[C:34](=[O:39])[C:35]([O:37][CH3:38])=[O:36].C(N(CC)CC)C.O.